Dataset: Forward reaction prediction with 1.9M reactions from USPTO patents (1976-2016). Task: Predict the product of the given reaction. (1) Given the reactants [Br:1][C:2]1[CH:7]=[C:6]([O:8][CH3:9])[C:5]([O:10][CH3:11])=[CH:4][C:3]=1[CH2:12]Cl.[C:14]1(=[O:24])[NH:18][C:17](=[O:19])[C:16]2=[CH:20][CH:21]=[CH:22][CH:23]=[C:15]12.[K], predict the reaction product. The product is: [Br:1][C:2]1[CH:7]=[C:6]([O:8][CH3:9])[C:5]([O:10][CH3:11])=[CH:4][C:3]=1[CH2:12][N:18]1[C:14](=[O:24])[C:15]2[C:16](=[CH:20][CH:21]=[CH:22][CH:23]=2)[C:17]1=[O:19]. (2) Given the reactants [C:1]([NH:4][C@@H:5]1[C@@H:18]([O:19][CH2:20][CH:21]=[CH2:22])[C@H:17]([OH:23])[C@@H:16]([CH2:24][OH:25])[O:15][C@@H:6]1[O:7][CH2:8][C:9]1[CH:14]=[CH:13][CH:12]=[CH:11][CH:10]=1)(=[O:3])[CH3:2].[CH2:26](Br)[C:27]1[CH:32]=[CH:31][CH:30]=[CH:29][CH:28]=1.[H-].[Na+].C(=O)=O, predict the reaction product. The product is: [C:1]([NH:4][C@@H:5]1[C@@H:18]([O:19][CH2:20][CH:21]=[CH2:22])[C@H:17]([O:23][CH2:26][C:27]2[CH:32]=[CH:31][CH:30]=[CH:29][CH:28]=2)[C@@H:16]([CH2:24][O:25][CH2:8][C:9]2[CH:14]=[CH:13][CH:12]=[CH:11][CH:10]=2)[O:15][C@@H:6]1[O:7][CH2:8][C:9]1[CH:10]=[CH:11][CH:12]=[CH:13][CH:14]=1)(=[O:3])[CH3:2]. (3) Given the reactants Cl.[CH:2]([N:5]1[C:9]([C:10]2[S:11][C:12]3[CH2:13][CH2:14][O:15][C:16]4[CH:23]=[C:22]([CH:24]5[CH2:28][CH2:27][NH:26][CH2:25]5)[CH:21]=[CH:20][C:17]=4[C:18]=3[N:19]=2)=[N:8][CH:7]=[N:6]1)([CH3:4])[CH3:3].[CH3:29][S:30](Cl)(=[O:32])=[O:31], predict the reaction product. The product is: [CH:2]([N:5]1[C:9]([C:10]2[S:11][C:12]3[CH2:13][CH2:14][O:15][C:16]4[CH:23]=[C:22]([CH:24]5[CH2:28][CH2:27][N:26]([S:30]([CH3:29])(=[O:32])=[O:31])[CH2:25]5)[CH:21]=[CH:20][C:17]=4[C:18]=3[N:19]=2)=[N:8][CH:7]=[N:6]1)([CH3:4])[CH3:3]. (4) The product is: [Cl:1][C:2]1[CH:7]=[CH:6][C:5]([CH2:12][NH:13][C:14](=[O:19])[C:15]([F:18])([F:17])[F:16])=[CH:4][C:3]=1[N+:8]([O-:10])=[O:9]. Given the reactants [Cl:1][C:2]1[CH:7]=[CH:6][CH:5]=[CH:4][C:3]=1[N+:8]([O-:10])=[O:9].O[CH2:12][NH:13][C:14](=[O:19])[C:15]([F:18])([F:17])[F:16], predict the reaction product. (5) Given the reactants C(OC([NH:8][C@H:9]1[CH2:11][C@H:10]1[C:12]([O:14][C:15]([CH3:18])([CH3:17])[CH3:16])=[O:13])=O)(C)(C)C.O.[C:20]1([CH3:30])[CH:25]=[CH:24][C:23]([S:26]([OH:29])(=[O:28])=[O:27])=[CH:22][CH:21]=1, predict the reaction product. The product is: [C:20]1([CH3:30])[CH:21]=[CH:22][C:23]([S:26]([OH:29])(=[O:27])=[O:28])=[CH:24][CH:25]=1.[NH2:8][C@H:9]1[CH2:11][CH2:21][CH2:20][C@H:10]1[C:12]([O:14][C:15]([CH3:16])([CH3:17])[CH3:18])=[O:13]. (6) Given the reactants [CH3:1][Si:2]([CH3:9])([CH3:8])N[Si:2]([CH3:9])([CH3:8])[CH3:1].C([Li])CCC.[C:15]([O:19][C:20]([N:22]1[CH2:27][CH2:26][CH:25]([CH2:28][O:29][C:30]2[CH:35]=[CH:34][C:33]([I:36])=[CH:32][C:31]=2C=O)[CH2:24][CH2:23]1)=[O:21])([CH3:18])([CH3:17])[CH3:16].C[Si](Cl)(C)C.[CH2:44]([N:46]([CH2:49]C)CC)[CH3:45].C(Cl)(=[O:53])C, predict the reaction product. The product is: [C:15]([O:19][C:20]([N:22]1[CH2:23][CH2:24][CH:25]([CH2:28][O:29][C:30]2[CH:35]=[CH:34][C:33]([I:36])=[CH:32][C:31]=2[CH:49]=[N:46][C:44]([O:53][Si:2]([CH3:9])([CH3:8])[CH3:1])=[CH2:45])[CH2:26][CH2:27]1)=[O:21])([CH3:18])([CH3:16])[CH3:17].